From a dataset of Forward reaction prediction with 1.9M reactions from USPTO patents (1976-2016). Predict the product of the given reaction. (1) Given the reactants C([O:8][C:9]1[C:29]([O:30][CH3:31])=[CH:28][C:12]([CH2:13][N:14]([N:23]2[CH:27]=[N:26][N:25]=[CH:24]2)[C:15]2[CH:22]=[CH:21][C:18]([C:19]#[N:20])=[CH:17][CH:16]=2)=[CH:11][C:10]=1[Cl:32])C1C=CC=CC=1, predict the reaction product. The product is: [Cl:32][C:10]1[CH:11]=[C:12]([CH:28]=[C:29]([O:30][CH3:31])[C:9]=1[OH:8])[CH2:13][N:14]([N:23]1[CH:27]=[N:26][N:25]=[CH:24]1)[C:15]1[CH:16]=[CH:17][C:18]([C:19]#[N:20])=[CH:21][CH:22]=1. (2) Given the reactants [CH3:1][O:2][C:3]1[CH:4]=[C:5]2[C:10](=[CH:11][C:12]=1[O:13][CH3:14])[CH:9]([CH3:15])[NH:8][CH2:7][CH2:6]2.[C:16]([C:20]1[CH:34]=[CH:33][C:23]([O:24][C:25]2[CH:26]=[C:27]([CH:30]=[CH:31][CH:32]=2)[CH:28]=O)=[CH:22][CH:21]=1)([CH3:19])([CH3:18])[CH3:17].[BH-](OC(C)=O)(OC(C)=O)OC(C)=O.[Na+].[OH-].[Na+], predict the reaction product. The product is: [C:16]([C:20]1[CH:34]=[CH:33][C:23]([O:24][C:25]2[CH:26]=[C:27]([CH:30]=[CH:31][CH:32]=2)[CH2:28][N:8]2[CH2:7][CH2:6][C:5]3[C:10](=[CH:11][C:12]([O:13][CH3:14])=[C:3]([O:2][CH3:1])[CH:4]=3)[CH:9]2[CH3:15])=[CH:22][CH:21]=1)([CH3:19])([CH3:17])[CH3:18]. (3) Given the reactants [Cl:1][C:2]1[C:3]([N:8]2[C:12]([C:13](Cl)=[O:14])=[CH:11][C:10]([C:16]([F:19])([F:18])[F:17])=[N:9]2)=[N:4][CH:5]=[CH:6][CH:7]=1.[NH2:20][C:21]1[C:29]([Cl:30])=[N:28][C:27]([Cl:31])=[CH:26][C:22]=1[C:23](O)=[O:24].C(N(CC)CC)C.CS(Cl)(=O)=O, predict the reaction product. The product is: [Cl:31][C:27]1[N:28]=[C:29]([Cl:30])[C:21]2[N:20]=[C:13]([C:12]3[N:8]([C:3]4[C:2]([Cl:1])=[CH:7][CH:6]=[CH:5][N:4]=4)[N:9]=[C:10]([C:16]([F:19])([F:18])[F:17])[CH:11]=3)[O:14][C:23](=[O:24])[C:22]=2[CH:26]=1. (4) Given the reactants [N+:1]([C:4]1[CH:9]=[CH:8][CH:7]=[CH:6][C:5]=1[NH:10][C:11]1[S:15][C:14]2[CH:16]=[CH:17][CH:18]=[CH:19][C:13]=2[C:12]=1[C:20]#[N:21])([O-])=O.[Sn](Cl)[Cl:23].Cl, predict the reaction product. The product is: [ClH:23].[CH:16]1[C:14]2[S:15][C:11]3[NH:10][C:5]4[CH:6]=[CH:7][CH:8]=[CH:9][C:4]=4[N:1]=[C:20]([NH2:21])[C:12]=3[C:13]=2[CH:19]=[CH:18][CH:17]=1. (5) Given the reactants [F:1][C:2]1[CH:22]=[CH:21][CH:20]=[CH:19][C:3]=1[CH2:4][N:5]1[C:14](=[O:15])[C:13]2[C:8](=[CH:9][C:10]([C:16]([O-])=[O:17])=[CH:11][CH:12]=2)[N:7]=[CH:6]1.CCN(C(C)C)C(C)C.CN(C(ON1N=N[C:42]2[CH:43]=[CH:44][CH:45]=[N:46][C:41]1=2)=[N+](C)C)C.F[P-](F)(F)(F)(F)F.[Cl:56][C:57]1C=CC(CN)=C[CH:58]=1, predict the reaction product. The product is: [Cl:56][C:57]1[CH:58]=[C:44]([CH:43]=[CH:42][CH:41]=1)[CH2:45][NH:46][C:16]([C:10]1[CH:9]=[C:8]2[C:13]([C:14](=[O:15])[N:5]([CH2:4][C:3]3[CH:19]=[CH:20][CH:21]=[CH:22][C:2]=3[F:1])[CH:6]=[N:7]2)=[CH:12][CH:11]=1)=[O:17]. (6) Given the reactants CC1C=CC=C([N+]([O-])=O)C=1C(OC(C1C([N+]([O-])=O)=CC=CC=1C)=O)=O.[OH:26][C@H:27]([C@H:32]([NH:36][C:37](=[O:77])[C@H:38]([NH:40][C:41](=[O:76])[C@H:42]([NH:46][C:47](=[O:75])[CH2:48][C@H:49]([OH:74])/[CH:50]=[CH:51]/[CH2:52][CH2:53][S:54][C:55]([C:68]1[CH:73]=[CH:72][CH:71]=[CH:70][CH:69]=1)([C:62]1[CH:67]=[CH:66][CH:65]=[CH:64][CH:63]=1)[C:56]1[CH:61]=[CH:60][CH:59]=[CH:58][CH:57]=1)[CH:43]([CH3:45])[CH3:44])[CH3:39])[CH:33]([CH3:35])[CH3:34])[CH2:28][C:29]([OH:31])=[O:30], predict the reaction product. The product is: [OH:26][C@H:27]1[CH2:28][C:29](=[O:31])[O:30][O:74][C@H:49](/[CH:50]=[CH:51]/[CH2:52][CH2:53][S:54][C:55]([C:56]2[CH:61]=[CH:60][CH:59]=[CH:58][CH:57]=2)([C:68]2[CH:73]=[CH:72][CH:71]=[CH:70][CH:69]=2)[C:62]2[CH:67]=[CH:66][CH:65]=[CH:64][CH:63]=2)[CH2:48][C:47](=[O:75])[NH:46][C@H:42]([CH:43]([CH3:44])[CH3:45])[C:41](=[O:76])[NH:40][C@H:38]([CH3:39])[C:37](=[O:77])[NH:36][C@@H:32]1[CH:33]([CH3:35])[CH3:34]. (7) Given the reactants [F:1][C:2]1[CH:3]=[C:4]([N:14]2[CH2:23][CH2:22][C:21]3[C:16](=[CH:17][CH:18]=[C:19]([O:24][CH2:25][C@@H:26]4[CH2:30][CH2:29][CH2:28][O:27]4)[CH:20]=3)[C:15]2=[O:31])[CH:5]=[CH:6][C:7]=1[N:8]1[CH2:12][CH2:11][C:10](=O)[CH2:9]1.[NH:32]1[CH2:37][CH2:36][CH:35]([OH:38])[CH2:34][CH2:33]1, predict the reaction product. The product is: [F:1][C:2]1[CH:3]=[C:4]([N:14]2[CH2:23][CH2:22][C:21]3[C:16](=[CH:17][CH:18]=[C:19]([O:24][CH2:25][C@@H:26]4[CH2:30][CH2:29][CH2:28][O:27]4)[CH:20]=3)[C:15]2=[O:31])[CH:5]=[CH:6][C:7]=1[N:8]1[CH2:12][CH2:11][CH:10]([N:32]2[CH2:37][CH2:36][CH:35]([OH:38])[CH2:34][CH2:33]2)[CH2:9]1. (8) Given the reactants [OH:1][CH:2]1[CH:8]([NH:9][C:10](=[O:38])[C@H:11]([CH2:34][CH:35]([CH3:37])[CH3:36])[NH:12][C@@H:13]([C:18]2[CH:23]=[CH:22][C:21]([C:24]3[CH:29]=[CH:28][C:27]([S:30]([CH3:33])(=[O:32])=[O:31])=[CH:26][CH:25]=3)=[CH:20][CH:19]=2)[C:14]([F:17])([F:16])[F:15])[CH2:7][CH2:6][CH2:5][N:4]([S:39]([C:42]2[CH:47]=[CH:46][CH:45]=[CH:44][N:43]=2)(=[O:41])=[O:40])[CH2:3]1.CC(OI1(OC(C)=O)(OC(C)=O)OC(=O)C2C=CC=CC1=2)=O, predict the reaction product. The product is: [O:1]=[C:2]1[CH:8]([NH:9][C:10](=[O:38])[C@H:11]([CH2:34][CH:35]([CH3:37])[CH3:36])[NH:12][C@@H:13]([C:18]2[CH:19]=[CH:20][C:21]([C:24]3[CH:29]=[CH:28][C:27]([S:30]([CH3:33])(=[O:32])=[O:31])=[CH:26][CH:25]=3)=[CH:22][CH:23]=2)[C:14]([F:16])([F:15])[F:17])[CH2:7][CH2:6][CH2:5][N:4]([S:39]([C:42]2[CH:47]=[CH:46][CH:45]=[CH:44][N:43]=2)(=[O:40])=[O:41])[CH2:3]1. (9) Given the reactants [F:1][C:2]1[CH:3]=[C:4]2[C:9](=[CH:10][C:11]=1[O:12][CH:13]([CH3:15])[CH3:14])[N:8]=[C:7]([CH3:16])[CH:6]=[CH:5]2.[Se](=O)=[O:18], predict the reaction product. The product is: [F:1][C:2]1[CH:3]=[C:4]2[C:9](=[CH:10][C:11]=1[O:12][CH:13]([CH3:14])[CH3:15])[N:8]=[C:7]([CH:16]=[O:18])[CH:6]=[CH:5]2. (10) Given the reactants [CH2:1]([O:3][C:4]([C:6]1([C:13](=[O:15])[CH3:14])[CH2:11][CH2:10][C:9](=O)[CH2:8][CH2:7]1)=[O:5])[CH3:2].[CH2:16]([NH2:23])[C:17]1[CH:22]=[CH:21][CH:20]=[CH:19][CH:18]=1.O.C1(C)C=CC(S(O)(=O)=O)=CC=1, predict the reaction product. The product is: [CH2:1]([O:3][C:4]([C:6]12[CH2:11][CH2:10][C:9]([NH:23][CH2:16][C:17]3[CH:22]=[CH:21][CH:20]=[CH:19][CH:18]=3)([CH2:8][CH2:7]1)[CH2:14][C:13]2=[O:15])=[O:5])[CH3:2].